Predict the reactants needed to synthesize the given product. From a dataset of Full USPTO retrosynthesis dataset with 1.9M reactions from patents (1976-2016). (1) Given the product [C:1]([C:5]1[S:6][C:7]([C:10]([OH:13])=[O:11])=[CH:8][N:9]=1)([CH3:4])([CH3:2])[CH3:3], predict the reactants needed to synthesize it. The reactants are: [C:1]([C:5]1[S:6][C:7]([CH:10]=[O:11])=[CH:8][N:9]=1)([CH3:4])([CH3:3])[CH3:2].C1(C=CC=C(O)C=1)[OH:13].Cl([O-])=O.[Na+]. (2) Given the product [CH3:12][O:13][C:14]1[CH:22]=[CH:21][C:17]([C:18]([N:30]=[N+:31]=[N-:32])=[O:19])=[CH:16][C:15]=1[N:23]1[CH2:28][CH2:27][N:26]([CH3:29])[CH2:25][CH2:24]1, predict the reactants needed to synthesize it. The reactants are: P(Cl)(Cl)(OC1C=CC=CC=1)=O.[CH3:12][O:13][C:14]1[CH:22]=[CH:21][C:17]([C:18](O)=[O:19])=[CH:16][C:15]=1[N:23]1[CH2:28][CH2:27][N:26]([CH3:29])[CH2:25][CH2:24]1.[N-:30]=[N+:31]=[N-:32].[Na+]. (3) Given the product [CH3:1][S:2]([C:5]1[CH:6]=[CH:7][C:8]([C:11]2[CH:16]=[CH:15][C:14]([OH:17])=[CH:13][CH:12]=2)=[CH:19][CH:10]=1)(=[O:4])=[O:3], predict the reactants needed to synthesize it. The reactants are: [CH3:1][S:2]([C:5]1[CH:6]=[CH:7][C:8]([C:11]2[CH:16]=[CH:15][C:14]([OH:17])=[CH:13][CH:12]=2)=N[CH:10]=1)(=[O:4])=[O:3].O[C:19]1N=CC(C2C=C(C=CC=2)C#N)=CC=1.CS(C1N=CC(C2C=CC(O)=CC=2)=CC=1)(=O)=O.OC1C=CC(C2C=CC=C(C#N)C=2)=CC=1.OC1C=CC(C2C=C(C=CC=2)C#N)=NC=1.CC1C=C(C2C=CC(O)=CC=2)C=CN=1. (4) Given the product [CH3:24][O:23][C:20]1[CH:19]=[CH:18][C:17]([C@H:15]([N:13]2[CH2:14][C@H:10]([C@H:8]([O:7][C:27]3[C:28]4[N:29]([N:45]=[CH:46][C:47]=4[CH3:48])[CH:30]=[C:31]([C:33]4[CH:38]=[CH:37][C:36]([N:39]5[CH2:44][CH2:43][O:42][CH2:41][CH2:40]5)=[CH:35][CH:34]=4)[N:32]=3)[CH3:9])[CH2:11][C:12]2=[O:25])[CH3:16])=[CH:22][CH:21]=1, predict the reactants needed to synthesize it. The reactants are: CC(C)([O-])C.[K+].[OH:7][C@@H:8]([C@H:10]1[CH2:14][N:13]([C@@H:15]([C:17]2[CH:22]=[CH:21][C:20]([O:23][CH3:24])=[CH:19][CH:18]=2)[CH3:16])[C:12](=[O:25])[CH2:11]1)[CH3:9].Cl[C:27]1[C:28]2[N:29]([N:45]=[CH:46][C:47]=2[CH3:48])[CH:30]=[C:31]([C:33]2[CH:38]=[CH:37][C:36]([N:39]3[CH2:44][CH2:43][O:42][CH2:41][CH2:40]3)=[CH:35][CH:34]=2)[N:32]=1. (5) The reactants are: [CH2:1]([NH:8][C:9]([C:11]1[O:19][C:14]2=[CH:15][N:16]=[CH:17][CH:18]=[C:13]2[CH:12]=1)=[O:10])[C:2]1[CH:7]=[CH:6][CH:5]=[CH:4][CH:3]=1.[Cl:20][S:21](O)(=[O:23])=[O:22]. Given the product [O:19]1[C:14]2=[CH:15][N:16]=[CH:17][CH:18]=[C:13]2[CH:12]=[C:11]1[C:9]([NH:8][CH2:1][C:2]1[CH:3]=[CH:4][C:5]([S:21]([Cl:20])(=[O:23])=[O:22])=[CH:6][CH:7]=1)=[O:10], predict the reactants needed to synthesize it. (6) Given the product [O:1]1[C:10]2[CH:9]=[C:8]([CH2:11][N:12]([CH2:13][CH:14]3[CH2:19][CH2:18][CH2:17][N:16]([C:20]([O:22][C:23]([CH3:26])([CH3:25])[CH3:24])=[O:21])[CH2:15]3)[C:29](=[O:30])[C:28]([F:35])([F:34])[F:27])[N:7]=[CH:6][C:5]=2[O:4][CH2:3][CH2:2]1, predict the reactants needed to synthesize it. The reactants are: [O:1]1[C:10]2[CH:9]=[C:8]([CH2:11][NH:12][CH2:13][CH:14]3[CH2:19][CH2:18][CH2:17][N:16]([C:20]([O:22][C:23]([CH3:26])([CH3:25])[CH3:24])=[O:21])[CH2:15]3)[N:7]=[CH:6][C:5]=2[O:4][CH2:3][CH2:2]1.[F:27][C:28]([F:35])([F:34])[C:29](OCC)=[O:30]. (7) Given the product [OH:1][C@@:2]([C:25]1[CH:26]=[CH:27][CH:28]=[CH:29][CH:30]=1)([CH3:24])[C:3]([N:5]1[CH2:23][CH2:22][CH2:21][C@H:6]1[C:7]([NH:9][CH2:10][C:11]1[CH:16]=[C:15]([Cl:17])[CH:14]=[CH:13][C:12]=1[CH2:18][CH2:19][NH:20][CH2:33][CH2:32][C:31]([O:35][CH2:36][CH3:37])=[O:34])=[O:8])=[O:4], predict the reactants needed to synthesize it. The reactants are: [OH:1][C@@:2]([C:25]1[CH:30]=[CH:29][CH:28]=[CH:27][CH:26]=1)([CH3:24])[C:3]([N:5]1[CH2:23][CH2:22][CH2:21][C@H:6]1[C:7]([NH:9][CH2:10][C:11]1[CH:16]=[C:15]([Cl:17])[CH:14]=[CH:13][C:12]=1[CH2:18][CH2:19][NH2:20])=[O:8])=[O:4].[C:31]([O:35][CH2:36][CH3:37])(=[O:34])[CH:32]=[CH2:33]. (8) Given the product [Br:1][C:2]1[CH:3]=[CH:4][C:5]([C:8]2[N:12]([CH2:18][CH2:19][Cl:20])[N:11]=[C:10]([C:13]([F:14])([F:16])[F:15])[CH:9]=2)=[CH:6][CH:7]=1, predict the reactants needed to synthesize it. The reactants are: [Br:1][C:2]1[CH:7]=[CH:6][C:5]([C:8]2[NH:12][N:11]=[C:10]([C:13]([F:16])([F:15])[F:14])[CH:9]=2)=[CH:4][CH:3]=1.Br[CH2:18][CH2:19][Cl:20].[H-].[Na+]. (9) Given the product [CH3:22][O:21][C:17]1[CH:16]=[C:15]([C:13](=[O:14])[CH2:12][O:4][C:3]2[CH:5]=[CH:6][CH:7]=[CH:8][C:2]=2[C:1]([NH2:10])=[O:9])[CH:20]=[CH:19][CH:18]=1, predict the reactants needed to synthesize it. The reactants are: [C:1]([NH2:10])(=[O:9])[C:2]1[C:3](=[CH:5][CH:6]=[CH:7][CH:8]=1)[OH:4].Br[CH2:12][C:13]([C:15]1[CH:20]=[CH:19][CH:18]=[C:17]([O:21][CH3:22])[CH:16]=1)=[O:14].C(=O)([O-])[O-].[K+].[K+].O. (10) Given the product [CH2:22]([O:21][C:19](=[O:20])[CH2:18][CH2:24][N:7]1[CH2:6][CH2:5][N:4]([C:8]([O:10][C:11]([CH3:14])([CH3:13])[CH3:12])=[O:9])[CH2:3][C:2]1=[O:1])[CH3:23], predict the reactants needed to synthesize it. The reactants are: [O:1]=[C:2]1[NH:7][CH2:6][CH2:5][N:4]([C:8]([O:10][C:11]([CH3:14])([CH3:13])[CH3:12])=[O:9])[CH2:3]1.[H-].[Na+].Br[CH:18]([CH3:24])[C:19]([O:21][CH2:22][CH3:23])=[O:20].